Dataset: Forward reaction prediction with 1.9M reactions from USPTO patents (1976-2016). Task: Predict the product of the given reaction. (1) Given the reactants [Cl:1][C:2]1[CH:7]=[CH:6][C:5]([C@:8]2([O:17][C@H:16]([CH2:18][OH:19])[C@@H:14]([OH:15])[C@H:12]([OH:13])[C@H:10]2[OH:11])[OH:9])=[CH:4][C:3]=1[CH2:20][C:21]1[CH:26]=[CH:25][C:24](OS(C(F)(F)F)(=O)=O)=[CH:23][CH:22]=1.[C:35]([C:37]1[CH:42]=[CH:41][N:40]=[CH:39][CH:38]=1)#[CH:36], predict the reaction product. The product is: [Cl:1][C:2]1[CH:7]=[CH:6][C:5]([C@:8]2([O:17][C@H:16]([CH2:18][OH:19])[C@@H:14]([OH:15])[C@H:12]([OH:13])[C@H:10]2[OH:11])[OH:9])=[CH:4][C:3]=1[CH2:20][C:21]1[CH:22]=[CH:23][C:24]([C:36]#[C:35][C:37]2[CH:42]=[CH:41][N:40]=[CH:39][CH:38]=2)=[CH:25][CH:26]=1. (2) Given the reactants C[O:2][C:3]1[CH:8]=[C:7]([O:9]C)[CH:6]=[CH:5][C:4]=1[N:11]1[C:15]([CH3:16])=[CH:14][C:13]([CH3:17])=[N:12]1.B(Br)(Br)Br.O.[OH-].[Na+], predict the reaction product. The product is: [CH3:17][C:13]1[CH:14]=[C:15]([CH3:16])[N:11]([C:4]2[CH:5]=[CH:6][C:7]([OH:9])=[CH:8][C:3]=2[OH:2])[N:12]=1. (3) Given the reactants [O:1]([CH2:9][CH2:10][C:11]1[CH:16]=[CH:15][N:14]=[CH:13][CH:12]=1)[Si:2]([C:5]([CH3:8])([CH3:7])[CH3:6])([CH3:4])[CH3:3].[OH:17]O.O, predict the reaction product. The product is: [O:1]([CH2:9][CH2:10][C:11]1[CH:12]=[CH:13][N+:14]([O-:17])=[CH:15][CH:16]=1)[Si:2]([C:5]([CH3:7])([CH3:8])[CH3:6])([CH3:4])[CH3:3]. (4) Given the reactants ClC1C=C2C(C=CC(C)=N2)=CC=1O.C[O:15][C:16]1[CH:17]=[C:18]2[C:23](=[CH:24][C:25]=1[CH3:26])[N:22]=[CH:21][CH:20]=[CH:19]2, predict the reaction product. The product is: [CH3:26][C:25]1[CH:24]=[C:23]2[C:18]([CH:19]=[CH:20][CH:21]=[N:22]2)=[CH:17][C:16]=1[OH:15]. (5) Given the reactants B(OC(C)C)(OC(C)C)OC(C)C.Br[C:15]1[CH:20]=[CH:19][C:18]([S:21]([N:24]2[CH2:29][CH2:28][N:27]([CH3:30])[CH2:26][CH2:25]2)(=[O:23])=[O:22])=[CH:17][CH:16]=1.C([Li])CCC.[ClH:36].C(=O)([O-])[O-].[Na+].[Na+].[NH2:43][C:44]1[C:45]([C:51]([NH:53][CH2:54][CH2:55][CH2:56][O:57][CH3:58])=[O:52])=[N:46][C:47](Br)=[CH:48][N:49]=1, predict the reaction product. The product is: [ClH:36].[NH2:43][C:44]1[C:45]([C:51]([NH:53][CH2:54][CH2:55][CH2:56][O:57][CH3:58])=[O:52])=[N:46][C:47]([C:15]2[CH:20]=[CH:19][C:18]([S:21]([N:24]3[CH2:29][CH2:28][N:27]([CH3:30])[CH2:26][CH2:25]3)(=[O:23])=[O:22])=[CH:17][CH:16]=2)=[CH:48][N:49]=1. (6) The product is: [C:37]([NH:1][C@@H:2]1[CH2:6][CH2:5][N:4]([C:7]2[CH:8]=[CH:9][C:10]([C:11]([NH:13][C:14]3[CH:15]=[C:16]([C:28]4[CH:29]=[CH:30][C:31]([F:34])=[CH:32][CH:33]=4)[CH:17]=[CH:18][C:19]=3[NH:20][C:21](=[O:27])[O:22][C:23]([CH3:26])([CH3:25])[CH3:24])=[O:12])=[CH:35][CH:36]=2)[CH2:3]1)(=[O:39])[CH3:38]. Given the reactants [NH2:1][C@@H:2]1[CH2:6][CH2:5][N:4]([C:7]2[CH:36]=[CH:35][C:10]([C:11]([NH:13][C:14]3[CH:15]=[C:16]([C:28]4[CH:33]=[CH:32][C:31]([F:34])=[CH:30][CH:29]=4)[CH:17]=[CH:18][C:19]=3[NH:20][C:21](=[O:27])[O:22][C:23]([CH3:26])([CH3:25])[CH3:24])=[O:12])=[CH:9][CH:8]=2)[CH2:3]1.[C:37](OC(=O)C)(=[O:39])[CH3:38], predict the reaction product. (7) Given the reactants [Br:1][CH2:2][C:3]1[CH:8]=[CH:7][C:6]([S:9]([NH:12][CH2:13][CH:14]([CH3:16])[CH3:15])(=[O:11])=[O:10])=[CH:5][CH:4]=1.C1([P:23](C2C=CC=CC=2)C2C=CC=CC=2)C=CC=CC=1, predict the reaction product. The product is: [Br-:1].[CH2:13]([NH:12][S:9]([C:6]1[CH:7]=[CH:8][C:3]([CH2:2][PH3+:23])=[CH:4][CH:5]=1)(=[O:11])=[O:10])[CH:14]([CH3:16])[CH3:15]. (8) The product is: [Cl:1][C:2]1[CH:7]=[C:6]([Cl:8])[CH:5]=[CH:4][C:3]=1[C:9]1[CH:18]=[CH:17][C:12]2[N:13]=[CH:14][N:15]([CH3:16])[C:11]=2[C:10]=1[CH2:19][NH2:20]. Given the reactants [Cl:1][C:2]1[CH:7]=[C:6]([Cl:8])[CH:5]=[CH:4][C:3]=1[C:9]1[CH:18]=[CH:17][C:12]2[N:13]=[CH:14][N:15]([CH3:16])[C:11]=2[C:10]=1[C:19]#[N:20].Cl.[OH-].[NH4+], predict the reaction product.